Task: Predict the product of the given reaction.. Dataset: Forward reaction prediction with 1.9M reactions from USPTO patents (1976-2016) (1) Given the reactants [ClH:1].N[C@@H](CCC)[C@@H](C1C=CC=CC=1)O.[CH3:15][O:16][C:17]1[CH:18]=[C:19]([C:23](=[O:36])[C@@H:24]([NH:28]C(=O)OC(C)(C)C)[CH2:25][CH2:26][CH3:27])[CH:20]=[CH:21][CH:22]=1, predict the reaction product. The product is: [ClH:1].[NH2:28][C@@H:24]([CH2:25][CH2:26][CH3:27])[C@@H:23]([C:19]1[CH:20]=[CH:21][CH:22]=[C:17]([O:16][CH3:15])[CH:18]=1)[OH:36]. (2) Given the reactants CC1(C)[O:7][CH2:6][CH:5]([CH2:8][C:9]2[CH:14]=[CH:13][CH:12]=[C:11]([CH2:15][C:16]3[N:17]=[C:18]([C:22]4[CH:27]=[CH:26][CH:25]=[CH:24][CH:23]=4)[O:19][C:20]=3[CH3:21])[CH:10]=2)[CH2:4][O:3]1.C1(C)C=CC(S([O-])(=O)=O)=CC=1.[NH+]1C=CC=CC=1, predict the reaction product. The product is: [OH:7][CH2:6][CH:5]([CH2:4][OH:3])[CH2:8][C:9]1[CH:10]=[C:11]([CH:12]=[CH:13][CH:14]=1)[CH2:15][C:16]1[N:17]=[C:18]([C:22]2[CH:27]=[CH:26][CH:25]=[CH:24][CH:23]=2)[O:19][C:20]=1[CH3:21]. (3) Given the reactants Br[C:2]1[CH:9]=[CH:8][C:5]([C:6]#[N:7])=[C:4]([C:10]([F:13])([F:12])[F:11])[CH:3]=1.[F:14][C:15]1[CH:20]=[CH:19][C:18]([C:21]2([CH2:28][O:29][CH2:30][CH:31]=[CH2:32])[C:25](=[O:26])[NH:24][C:23](=[O:27])[NH:22]2)=[CH:17][CH:16]=1, predict the reaction product. The product is: [O:27]=[C:23]1[NH:22][C:21]([C:18]2[CH:19]=[CH:20][C:15]([F:14])=[CH:16][CH:17]=2)([CH2:28][O:29][CH2:30][CH:31]=[CH2:32])[C:25](=[O:26])[N:24]1[C:2]1[CH:9]=[CH:8][C:5]([C:6]#[N:7])=[C:4]([C:10]([F:13])([F:12])[F:11])[CH:3]=1. (4) Given the reactants [Cl:1][C:2]1[C:3]([NH:22][C:23](=[O:31])[CH2:24][CH:25]2[CH2:30][CH2:29][CH2:28][CH2:27][CH2:26]2)=[C:4]2[C:9](=[CH:10][CH:11]=1)[N:8]=[C:7]([N:12]1[CH2:16][CH2:15][C@H:14](OS(C)(=O)=O)[CH2:13]1)[CH:6]=[CH:5]2.[C-:32]#[N:33].[Li+], predict the reaction product. The product is: [Cl:1][C:2]1[C:3]([NH:22][C:23](=[O:31])[CH2:24][CH:25]2[CH2:30][CH2:29][CH2:28][CH2:27][CH2:26]2)=[C:4]2[C:9](=[CH:10][CH:11]=1)[N:8]=[C:7]([N:12]1[CH2:16][CH2:15][C@@H:14]([C:32]#[N:33])[CH2:13]1)[CH:6]=[CH:5]2.